From a dataset of Forward reaction prediction with 1.9M reactions from USPTO patents (1976-2016). Predict the product of the given reaction. (1) The product is: [C:1]([N:4]1[C:13]2[C:8](=[CH:9][C:10]([C:32]#[C:31][Si:33]([CH3:36])([CH3:35])[CH3:34])=[CH:11][CH:12]=2)[C@H:7]([NH:15][C:16](=[O:22])[O:17][C:18]([CH3:21])([CH3:20])[CH3:19])[CH2:6][C@@H:5]1[CH3:23])(=[O:3])[CH3:2]. Given the reactants [C:1]([N:4]1[C:13]2[C:8](=[CH:9][C:10](Br)=[CH:11][CH:12]=2)[C@H:7]([NH:15][C:16](=[O:22])[O:17][C:18]([CH3:21])([CH3:20])[CH3:19])[CH2:6][C@@H:5]1[CH3:23])(=[O:3])[CH3:2].C(N(CC)CC)C.[C:31]([Si:33]([CH3:36])([CH3:35])[CH3:34])#[CH:32], predict the reaction product. (2) Given the reactants C(ON1[C:14]2[CH:15]=[CH:16][CH:17]=[C:18]([O:19][CH:20]3[CH2:25][CH2:24][N:23]([CH2:26][CH2:27][CH2:28][CH3:29])[CH2:22][CH2:21]3)[C:13]=2N(C)N1)(=O)C1C=CC=CC=1.[CH2:31]([O:33][CH2:34][CH2:35][NH:36][C:37]1[CH:60]=[CH:59][C:40]([O:41][C:42]2[CH:47]=[CH:46][C:45]([NH:48][C:49]([NH:51][CH:52]([CH2:55][CH3:56])[CH2:53][CH3:54])=[O:50])=[CH:44][C:43]=2[O:57][CH3:58])=[CH:39][CH:38]=1)[CH3:32].CN([CH:64]=[O:65])C, predict the reaction product. The product is: [CH2:26]([N:23]1[CH2:22][CH2:21][CH:20]([O:19][C:18]2[CH:13]=[CH:14][C:15]([C:64]([N:36]([CH2:35][CH2:34][O:33][CH2:31][CH3:32])[C:37]3[CH:60]=[CH:59][C:40]([O:41][C:42]4[CH:47]=[CH:46][C:45]([NH:48][C:49]([NH:51][CH:52]([CH2:53][CH3:54])[CH2:55][CH3:56])=[O:50])=[CH:44][C:43]=4[O:57][CH3:58])=[CH:39][CH:38]=3)=[O:65])=[CH:16][CH:17]=2)[CH2:25][CH2:24]1)[CH2:27][CH2:28][CH3:29]. (3) Given the reactants Cl[C:2]1[N:7]=[C:6]([NH:8][CH:9]2[CH2:14][C:13]([CH3:16])([CH3:15])[NH:12][C:11]([CH3:18])([CH3:17])[CH2:10]2)[C:5]([C:19]#[N:20])=[CH:4][N:3]=1.[CH:21]([C:24]1[C:29]([N:30]2[CH:34]=[N:33][N:32]=[N:31]2)=[CH:28][C:27]([NH2:35])=[C:26]([F:36])[CH:25]=1)([CH3:23])[CH3:22].O.C1(C)C=CC(S(O)(=O)=O)=CC=1.FC1C(NC2CC(C)(C)NC(C)(C)C2)=NC(OC(C)C)=NC=1, predict the reaction product. The product is: [CH3:15][C:13]1([CH3:16])[CH2:14][CH:9]([NH:8][C:6]2[C:5]([C:19]#[N:20])=[CH:4][N:3]=[C:2]([NH:35][C:27]3[CH:28]=[C:29]([N:30]4[CH:34]=[N:33][N:32]=[N:31]4)[C:24]([CH:21]([CH3:22])[CH3:23])=[CH:25][C:26]=3[F:36])[N:7]=2)[CH2:10][C:11]([CH3:18])([CH3:17])[NH:12]1. (4) Given the reactants [CH2:1]([O:3][C:4]([C:6]1[N:7]=[C:8]([C:13]2[CH:18]=[CH:17][C:16]([O:19][CH3:20])=[CH:15][CH:14]=2)[O:9][C:10]=1[CH2:11]Br)=[O:5])[CH3:2].CN(C)C=[O:24], predict the reaction product. The product is: [CH2:1]([O:3][C:4]([C:6]1[N:7]=[C:8]([C:13]2[CH:18]=[CH:17][C:16]([O:19][CH3:20])=[CH:15][CH:14]=2)[O:9][C:10]=1[CH2:11][OH:24])=[O:5])[CH3:2].